This data is from Catalyst prediction with 721,799 reactions and 888 catalyst types from USPTO. The task is: Predict which catalyst facilitates the given reaction. (1) Reactant: C(=O)([O-])[O-].[K+].[K+].CC1C=CC(S(O[CH2:18][C@H:19]([O:22][Si:23]([C:26]([CH3:29])([CH3:28])[CH3:27])([CH3:25])[CH3:24])[CH:20]=[CH2:21])(=O)=O)=CC=1.Cl.Cl.[N:32]1[C:41]2[C:36](=[CH:37][CH:38]=[CH:39][CH:40]=2)[CH:35]=[C:34]([C:42]2[C:50]3[C:49]([NH2:51])=[N:48][CH:47]=[N:46][C:45]=3[NH:44][CH:43]=2)[CH:33]=1.O. Product: [Si:23]([O:22][C@H:19]([CH:20]=[CH2:21])[CH2:18][N:44]1[C:45]2[N:46]=[CH:47][N:48]=[C:49]([NH2:51])[C:50]=2[C:42]([C:34]2[CH:33]=[N:32][C:41]3[C:36]([CH:35]=2)=[CH:37][CH:38]=[CH:39][CH:40]=3)=[CH:43]1)([C:26]([CH3:27])([CH3:28])[CH3:29])([CH3:24])[CH3:25]. The catalyst class is: 3. (2) Reactant: [CH2:1]([O:8][CH2:9][C:10]([CH2:14]Br)([F:13])[CH2:11][OH:12])[C:2]1[CH:7]=[CH:6][CH:5]=[CH:4][CH:3]=1.C([O-])([O-])=O.[K+].[K+]. Product: [CH2:1]([O:8][CH2:9][C:10]1([F:13])[CH2:14][O:12][CH2:11]1)[C:2]1[CH:7]=[CH:6][CH:5]=[CH:4][CH:3]=1. The catalyst class is: 210.